This data is from Forward reaction prediction with 1.9M reactions from USPTO patents (1976-2016). The task is: Predict the product of the given reaction. Given the reactants [CH:1]([N:4]1[CH2:10][CH2:9][CH2:8][N:7]([C:11]2[CH:21]=[CH:20][C:14]([C:15]([O:17]CC)=O)=[CH:13][CH:12]=2)[CH2:6][CH2:5]1)([CH3:3])[CH3:2].[CH3:22][O:23][C:24]1[CH:25]=[C:26]([CH2:32][CH2:33][C:34]2[CH:35]=[C:36]([NH2:39])[NH:37][N:38]=2)[CH:27]=[C:28]([O:30][CH3:31])[CH:29]=1.C[Al](C)C.C(Cl)Cl.CCOCC, predict the reaction product. The product is: [CH3:31][O:30][C:28]1[CH:27]=[C:26]([CH2:32][CH2:33][C:34]2[CH:35]=[C:36]([NH:39][C:15](=[O:17])[C:14]3[CH:13]=[CH:12][C:11]([N:7]4[CH2:8][CH2:9][CH2:10][N:4]([CH:1]([CH3:2])[CH3:3])[CH2:5][CH2:6]4)=[CH:21][CH:20]=3)[NH:37][N:38]=2)[CH:25]=[C:24]([O:23][CH3:22])[CH:29]=1.